Dataset: Forward reaction prediction with 1.9M reactions from USPTO patents (1976-2016). Task: Predict the product of the given reaction. (1) Given the reactants [NH2:1][C:2]1[CH:11]=[CH:10][CH:9]=[C:8]2[C:3]=1[CH:4]=[CH:5][C:6]([OH:12])=[CH:7]2.[CH:13](=O)[C:14]1[CH:19]=[CH:18][CH:17]=[CH:16][CH:15]=1.S([O-])([O-])(=O)=O.[Mg+2], predict the reaction product. The product is: [C:14]1([CH:13]=[N:1][C:2]2[CH:11]=[CH:10][CH:9]=[C:8]3[C:3]=2[CH:4]=[CH:5][C:6]([OH:12])=[CH:7]3)[CH:19]=[CH:18][CH:17]=[CH:16][CH:15]=1. (2) Given the reactants Cl[C:2]1[CH:3]=[C:4]([CH2:8][CH2:9][CH2:10][N:11]([C@H:25]2[CH2:30][CH2:29][C@H:28]([CH3:31])[CH2:27][CH2:26]2)[C:12](=[O:24])[NH:13][C:14]2[S:15][C:16]([S:19][CH2:20][C:21]([OH:23])=[O:22])=[CH:17][N:18]=2)[CH:5]=[CH:6][CH:7]=1.[NH:32]1[C:40]2C(=CC=CC=2)[C:34](CCCC(O)=O)=[CH:33]1.C(OC(=O)CSC1SC(N)=NC=1)C, predict the reaction product. The product is: [NH:32]1[C:33]2[C:2](=[CH:7][CH:6]=[CH:5][CH:34]=2)[C:3]([CH2:4][CH2:8][CH2:9][CH2:10][N:11]([C@H:25]2[CH2:30][CH2:29][C@H:28]([CH3:31])[CH2:27][CH2:26]2)[C:12](=[O:24])[NH:13][C:14]2[S:15][C:16]([S:19][CH2:20][C:21]([OH:23])=[O:22])=[CH:17][N:18]=2)=[CH:40]1. (3) Given the reactants C1(C2C=CC=CC=2)C=CC=CC=1.Cl[C:14]1[C:15](=[O:38])[C:16](=[O:37])[C:17]=1[NH:18][C:19]1[CH:24]=[CH:23][C:22]([Cl:25])=[C:21]([S:26]([N:29]2[CH2:34][CH2:33][N:32]([CH3:35])[CH2:31][CH2:30]2)(=[O:28])=[O:27])[C:20]=1[OH:36].[CH3:39][O:40][C:41]1[CH:47]=[CH:46][CH:45]=[CH:44][C:42]=1[NH2:43], predict the reaction product. The product is: [Cl:25][C:22]1[CH:23]=[CH:24][C:19]([NH:18][C:17]2[C:16](=[O:37])[C:15](=[O:38])[C:14]=2[NH:43][C:42]2[CH:44]=[CH:45][CH:46]=[CH:47][C:41]=2[O:40][CH3:39])=[C:20]([OH:36])[C:21]=1[S:26]([N:29]1[CH2:34][CH2:33][N:32]([CH3:35])[CH2:31][CH2:30]1)(=[O:28])=[O:27]. (4) The product is: [Br:12][C:13]1[CH:18]=[C:17]([CH2:19][CH3:20])[CH:16]=[CH:15][C:14]=1[O:21][CH2:10][CH2:9][O:8][CH3:7]. Given the reactants C(=O)([O-])[O-].[K+].[K+].[CH3:7][O:8][CH2:9][CH2:10]Br.[Br:12][C:13]1[CH:18]=[C:17]([CH2:19][CH3:20])[CH:16]=[CH:15][C:14]=1[OH:21], predict the reaction product. (5) Given the reactants [CH3:1][C:2]1[O:6][C:5]([CH2:7][CH2:8][NH2:9])=[CH:4][CH:3]=1.C(N(CC)CC)C.Cl[C:18]([O:20][CH2:21][CH3:22])=[O:19].O, predict the reaction product. The product is: [CH2:21]([O:20][C:18](=[O:19])[NH:9][CH2:8][CH2:7][C:5]1[O:6][C:2]([CH3:1])=[CH:3][CH:4]=1)[CH3:22]. (6) Given the reactants C1CO[C:8]23OCCO[C:3]2([C@:4]2([CH2:27][CH2:26][C@H:25]4[C@@H:15](C/[C:17](=[N:29]\[OH:30])/[C@:18]5(O)[C@:23]4([CH3:24])[CH2:22][CH2:21][CH2:20][CH2:19]5)[C@@H:6]2[CH2:7]3)[CH3:5])O1.CC1C=CC(S(O)(=O)=[O:39])=CC=1.O.[C:43]([O-:46])(O)=O.[Na+], predict the reaction product. The product is: [OH:30]/[N:29]=[C:17]1/[C:43](=[O:46])[C@@H:15]2[C@@H:25]([C@:23]3([CH3:24])[C:18]/1=[CH:19][C:20](=[O:39])[CH2:21][CH2:22]3)[CH2:26][CH2:27][C@@:4]1([CH3:5])[C@H:6]2[CH2:7][CH2:8][CH2:3]1. (7) Given the reactants Cl[CH2:2]I.[C:4]1([CH2:10][N:11]2[CH2:16][CH:15]=[C:14]([NH:17][C:18](=[O:24])[O:19][C:20]([CH3:23])([CH3:22])[CH3:21])[CH2:13][CH2:12]2)[CH:9]=[CH:8][CH:7]=[CH:6][CH:5]=1, predict the reaction product. The product is: [C:4]1([CH2:10][N:11]2[CH2:12][CH2:13][C:14]3([NH:17][C:18](=[O:24])[O:19][C:20]([CH3:21])([CH3:23])[CH3:22])[CH:15]([CH2:2]3)[CH2:16]2)[CH:5]=[CH:6][CH:7]=[CH:8][CH:9]=1.